This data is from TCR-epitope binding with 47,182 pairs between 192 epitopes and 23,139 TCRs. The task is: Binary Classification. Given a T-cell receptor sequence (or CDR3 region) and an epitope sequence, predict whether binding occurs between them. (1) The epitope is IVTDFSVIK. The TCR CDR3 sequence is CSVGSGEDSPQYF. Result: 1 (the TCR binds to the epitope). (2) The epitope is RLFRKSNLK. The TCR CDR3 sequence is CASSHGTQRRNEQFF. Result: 0 (the TCR does not bind to the epitope).